From a dataset of Reaction yield outcomes from USPTO patents with 853,638 reactions. Predict the reaction yield, written as a fraction of the theoretical maximum amount of product (1.0 means a 100% yield; for example, 0.34 means a 34% yield). The reactants are Br[CH2:2][C:3]1[CH:4]=[CH:5][C:6]([F:9])=[N:7][CH:8]=1.[F:10][CH:11]([F:21])[C:12]([N:14]=[C:15]1[CH:20]=[CH:19][CH:18]=[CH:17][NH:16]1)=[O:13].C(=O)([O-])[O-].[K+].[K+].C(OCC)(=O)C. The catalyst is CN(C=O)C.O. The product is [F:21][CH:11]([F:10])[C:12]([N:14]=[C:15]1[CH:20]=[CH:19][CH:18]=[CH:17][N:16]1[CH2:2][C:3]1[CH:8]=[N:7][C:6]([F:9])=[CH:5][CH:4]=1)=[O:13]. The yield is 0.260.